Predict the reactants needed to synthesize the given product. From a dataset of Full USPTO retrosynthesis dataset with 1.9M reactions from patents (1976-2016). (1) Given the product [F:1][C:2]1[CH:7]=[CH:6][CH:5]=[C:4]([F:8])[C:3]=1[N:9]1[C:14]2[N:15]=[C:16]([N:50]3[CH2:51][CH2:52][CH:47]([N:44]4[CH2:45][CH2:46][CH:41]([CH3:40])[CH2:42][CH2:43]4)[CH2:48][CH2:49]3)[N:17]=[C:18]([C:19]3[CH:20]=[C:21]([CH:28]=[CH:29][C:30]=3[CH3:31])[C:22]([NH:24][CH:25]([CH3:27])[CH3:26])=[O:23])[C:13]=2[CH2:12][NH:11][C:10]1=[O:35], predict the reactants needed to synthesize it. The reactants are: [F:1][C:2]1[CH:7]=[CH:6][CH:5]=[C:4]([F:8])[C:3]=1[N:9]1[C:14]2[N:15]=[C:16](S(C)=O)[N:17]=[C:18]([C:19]3[CH:20]=[C:21]([CH:28]=[CH:29][C:30]=3[CH3:31])[C:22]([NH:24][CH:25]([CH3:27])[CH3:26])=[O:23])[C:13]=2[CH2:12][NH:11][C:10]1=[O:35].C(Cl)(Cl)Cl.[CH3:40][CH:41]1[CH2:46][CH2:45][N:44]([CH:47]2[CH2:52][CH2:51][NH:50][CH2:49][CH2:48]2)[CH2:43][CH2:42]1.C(N(CC)C(C)C)(C)C. (2) Given the product [CH3:21][O:20][C:15]1[CH:16]=[CH:17][CH:18]=[CH:19][C:14]=1[C:13]1[N:11]=[CH:12][N:10]([CH3:9])[C:3]=1[CH2:2][OH:1], predict the reactants needed to synthesize it. The reactants are: [O:1]1CC(O)O[CH2:3][CH:2]1O.[CH3:9][NH2:10].[N+:11]([CH:13](S(C1C=CC(C)=CC=1)(=O)=O)[C:14]1[CH:19]=[CH:18][CH:17]=[CH:16][C:15]=1[O:20][CH3:21])#[C-:12]. (3) Given the product [ClH:1].[Cl:1][C:2]1[CH:3]=[C:4]2[C:8](=[C:9]([NH:11][C:12]([C@@H:14]3[CH2:19][O:18][C:17]([CH3:21])([CH3:20])[CH2:16][N:15]3[CH2:22][C:23]([N:25]3[CH2:26][C@@H:27]([CH3:32])[O:28][C@@H:29]([CH3:31])[CH2:30]3)=[O:24])=[O:13])[CH:10]=1)[NH:7][C:6]1[CH:33]=[N:34][CH:35]=[CH:36][C:5]2=1, predict the reactants needed to synthesize it. The reactants are: [Cl:1][C:2]1[CH:3]=[C:4]2[C:8](=[C:9]([NH:11][C:12]([C@@H:14]3[CH2:19][O:18][C:17]([CH3:21])([CH3:20])[CH2:16][N:15]3[CH2:22][C:23]([N:25]3[CH2:30][C@@H:29]([CH3:31])[O:28][C@@H:27]([CH3:32])[CH2:26]3)=[O:24])=[O:13])[CH:10]=1)[NH:7][C:6]1[CH:33]=[N:34][CH:35]=[CH:36][C:5]2=1.C(OCC)(=O)C.Cl.C(O)(C)C. (4) Given the product [F:1][C:2]1[CH:3]=[C:4]([C@@H:9]2[CH2:10][N:11]([CH:32]([CH2:33][O:35][CH3:36])[CH2:37][OH:38])[CH2:12][C@H:13]2[NH:14][C:15]([NH:17][C:18]2[N:22]([C:23]3[CH:24]=[CH:25][CH:26]=[CH:27][CH:28]=3)[N:21]=[C:20]3[CH2:29][CH2:30][CH2:31][C:19]=23)=[O:16])[CH:5]=[CH:6][C:7]=1[F:8], predict the reactants needed to synthesize it. The reactants are: [F:1][C:2]1[CH:3]=[C:4]([C@H:9]2[C@H:13]([NH:14][C:15]([NH:17][C:18]3[N:22]([C:23]4[CH:28]=[CH:27][CH:26]=[CH:25][CH:24]=4)[N:21]=[C:20]4[CH2:29][CH2:30][CH2:31][C:19]=34)=[O:16])[CH2:12][N:11]([CH:32]([CH2:37][O:38]C)[C:33]([O:35][CH3:36])=O)[CH2:10]2)[CH:5]=[CH:6][C:7]=1[F:8].[H-].[H-].[H-].[H-].[Li+].[Al+3].O.O.O.O.O.O.O.O.O.O.S([O-])([O-])(=O)=O.[Na+].[Na+].